From a dataset of Forward reaction prediction with 1.9M reactions from USPTO patents (1976-2016). Predict the product of the given reaction. (1) The product is: [Br:11][CH2:2][C:3]1[CH:8]=[CH:7][N:6]([CH3:9])[C:5](=[O:10])[CH:4]=1. Given the reactants O[CH2:2][C:3]1[CH:8]=[CH:7][N:6]([CH3:9])[C:5](=[O:10])[CH:4]=1.[Br-:11].[Br-].C1(P(C2C=CC=CC=2)C2C=CC=CC=2)C=CC=CC=1, predict the reaction product. (2) Given the reactants Cl[C:2]1[C:7]([C@H:8]2[CH2:12][CH2:11][CH2:10][N:9]2[C:13]2[CH:18]=[CH:17][N:16]3[N:19]=[CH:20][C:21]([C:22]([O:24][CH2:25][CH3:26])=[O:23])=[C:15]3[N:14]=2)=[CH:6][C:5]([F:27])=[CH:4][N:3]=1.[CH2:28]([NH:31][C:32](=[O:38])[O:33][C:34]([CH3:37])([CH3:36])[CH3:35])[C:29]#[CH:30].C1(P(C2C=CC=CC=2)C2C=CC=CC=2)C=CC=CC=1.C(NC(C)C)(C)C, predict the reaction product. The product is: [C:34]([O:33][C:32]([NH:31][CH2:28][C:29]#[C:30][C:2]1[C:7]([C@H:8]2[CH2:12][CH2:11][CH2:10][N:9]2[C:13]2[CH:18]=[CH:17][N:16]3[N:19]=[CH:20][C:21]([C:22]([O:24][CH2:25][CH3:26])=[O:23])=[C:15]3[N:14]=2)=[CH:6][C:5]([F:27])=[CH:4][N:3]=1)=[O:38])([CH3:37])([CH3:36])[CH3:35]. (3) Given the reactants [Cl:1][C:2]1[C:7]2[CH2:8][O:9][C@:10]3([CH3:20])[C@H:14]([C:6]=2[CH:5]=[CH:4][CH:3]=1)[CH2:13][N:12]([C:15]([O:17][CH2:18][CH3:19])=[O:16])[CH2:11]3.[Cr](O)(O)(=O)=[O:22], predict the reaction product. The product is: [Cl:1][C:2]1[C:7]2[C:8](=[O:22])[O:9][C@:10]3([CH3:20])[C@H:14]([C:6]=2[CH:5]=[CH:4][CH:3]=1)[CH2:13][N:12]([C:15]([O:17][CH2:18][CH3:19])=[O:16])[CH2:11]3. (4) Given the reactants [CH:1]([C:3]1[CH:18]=[CH:17][C:6]([O:7][C:8]2[N:9]=[CH:10][C:11]([C:14]([NH2:16])=[O:15])=[N:12][CH:13]=2)=[C:5]([O:19][CH3:20])[CH:4]=1)=O.[CH2:21]([CH:23]([CH2:27][CH3:28])[CH2:24][CH2:25][NH2:26])[CH3:22].[BH4-].[Na+], predict the reaction product. The product is: [CH2:21]([CH:23]([CH2:27][CH3:28])[CH2:24][CH2:25][NH:26][CH2:1][C:3]1[CH:18]=[CH:17][C:6]([O:7][C:8]2[N:9]=[CH:10][C:11]([C:14]([NH2:16])=[O:15])=[N:12][CH:13]=2)=[C:5]([O:19][CH3:20])[CH:4]=1)[CH3:22].